Dataset: Full USPTO retrosynthesis dataset with 1.9M reactions from patents (1976-2016). Task: Predict the reactants needed to synthesize the given product. (1) Given the product [C:80]([CH2:79][CH2:78][CH2:77][O:76][C:75]1[C:74]([F:88])=[C:73]([C:11]2=[C:16]([CH:17]=[CH:18][C:19]3[C:27]([CH3:29])([CH3:28])[C:26]4[C:21](=[CH:22][CH:23]=[C:24]([S:30]([O-:33])(=[O:31])=[O:32])[CH:25]=4)[N+:20]=3[CH2:34][CH2:35][CH2:36][CH2:37][S:38]([O-:41])(=[O:40])=[O:39])[CH2:15][CH2:14][CH2:13]/[C:12]/2=[CH:42]\[CH:43]=[C:44]2\[N:45]([CH2:59][CH2:60][CH2:61][CH2:62][S:63]([O-:66])(=[O:65])=[O:64])[C:46]3[C:51]([C:52]\2([CH3:54])[CH3:53])=[CH:50][C:49]([S:55]([O-:58])(=[O:56])=[O:57])=[CH:48][CH:47]=3)[C:85]([F:86])=[CH:84][C:83]=1[F:87])([OH:82])=[O:81].[Na+:67].[Na+:67].[Na+:67], predict the reactants needed to synthesize it. The reactants are: FC1C=C(OC)C=C(F)C=1[C:11]1=[C:12]([CH:42]=[CH:43][C:44]2[C:52]([CH3:54])([CH3:53])[C:51]3[C:46](=[CH:47][CH:48]=[C:49]([S:55]([O-:58])(=[O:57])=[O:56])[CH:50]=3)[N+:45]=2[CH2:59][CH2:60][CH2:61][CH2:62][S:63]([O-:66])(=[O:65])=[O:64])[CH2:13][CH2:14][CH2:15]/[C:16]/1=[CH:17]\[CH:18]=[C:19]1\[N:20]([CH2:34][CH2:35][CH2:36][CH2:37][S:38]([O-:41])(=[O:40])=[O:39])[C:21]2[C:26]([C:27]\1([CH3:29])[CH3:28])=[CH:25][C:24]([S:30]([O-:33])(=[O:32])=[O:31])=[CH:23][CH:22]=2.[Na+:67].[Na+].[Na+].B([C:73]1[C:74]([F:88])=[C:75]([C:83]([F:87])=[CH:84][C:85]=1[F:86])[O:76][CH2:77][CH2:78][CH2:79][C:80]([OH:82])=[O:81])(O)O. (2) Given the product [C:28]([O:32][C:33](=[O:34])[N:17]([CH2:16][CH2:15][C:12]1[CH:11]=[CH:10][C:9]([O:8][Si:1]([C:4]([CH3:5])([CH3:6])[CH3:7])([CH3:2])[CH3:3])=[CH:14][CH:13]=1)[C:18]1[C:27]2[C:22](=[N:23][CH:24]=[CH:25][N:26]=2)[N:21]=[CH:20][N:19]=1)([CH3:31])([CH3:30])[CH3:29], predict the reactants needed to synthesize it. The reactants are: [Si:1]([O:8][C:9]1[CH:14]=[CH:13][C:12]([CH2:15][CH2:16][NH:17][C:18]2[C:27]3[C:22](=[N:23][CH:24]=[CH:25][N:26]=3)[N:21]=[CH:20][N:19]=2)=[CH:11][CH:10]=1)([C:4]([CH3:7])([CH3:6])[CH3:5])([CH3:3])[CH3:2].[C:28]([O:32][C:33](O[C:33]([O:32][C:28]([CH3:31])([CH3:30])[CH3:29])=[O:34])=[O:34])([CH3:31])([CH3:30])[CH3:29].